Dataset: Catalyst prediction with 721,799 reactions and 888 catalyst types from USPTO. Task: Predict which catalyst facilitates the given reaction. (1) Product: [CH2:1]([N:14]1[C:13](=[O:20])[C:12]2[C:17](=[CH:18][CH:19]=[C:10]([Br:9])[CH:11]=2)[N:16]=[CH:15]1)[C:2]1[CH:7]=[CH:6][CH:5]=[CH:4][CH:3]=1. Reactant: [CH2:1](Br)[C:2]1[CH:7]=[CH:6][CH:5]=[CH:4][CH:3]=1.[Br:9][C:10]1[CH:11]=[C:12]2[C:17](=[CH:18][CH:19]=1)[N:16]=[CH:15][NH:14][C:13]2=[O:20].[H-].[Na+]. The catalyst class is: 3. (2) Reactant: [C:1]([O:5][C:6](=[O:19])[C:7]([NH:11][C:12](OC(C)(C)C)=O)([CH3:10])[CH2:8][F:9])([CH3:4])([CH3:3])[CH3:2].CI.[H-].[Na+].[OH2:24]. Product: [C:1]([O:5][C:6](=[O:19])[C:7]([NH:11][CH2:12][C:6]([O:5][C:1]([CH3:4])([CH3:3])[CH3:2])=[O:24])([CH3:10])[CH2:8][F:9])([CH3:2])([CH3:3])[CH3:4]. The catalyst class is: 3.